This data is from Reaction yield outcomes from USPTO patents with 853,638 reactions. The task is: Predict the reaction yield, written as a fraction of the theoretical maximum amount of product (1.0 means a 100% yield; for example, 0.34 means a 34% yield). (1) The reactants are [Br:1]N1C(=O)CCC1=O.[S:9]1[CH:13]=[CH:12][N:11]=[C:10]1[C:14]1([C:20]#[N:21])[CH2:19][CH2:18][CH2:17][CH2:16][CH2:15]1.[O-]S([O-])(=S)=O.[Na+].[Na+]. The catalyst is CN(C=O)C. The product is [Br:1][C:13]1[S:9][C:10]([C:14]2([C:20]#[N:21])[CH2:19][CH2:18][CH2:17][CH2:16][CH2:15]2)=[N:11][CH:12]=1. The yield is 0.227. (2) The reactants are [CH2:1]([O:3][C:4](=[O:22])[CH2:5][N:6]([C:13]1[CH:18]=[CH:17][C:16]([Cl:19])=[CH:15][C:14]=1[C:20]#[N:21])[C:7](=[O:12])[C:8]([F:11])([F:10])[F:9])[CH3:2].CC(C)([O-])C.[K+]. The catalyst is O1CCCC1. The product is [CH2:1]([O:3][C:4]([C:5]1[N:6]([C:7](=[O:12])[C:8]([F:11])([F:10])[F:9])[C:13]2[C:14]([C:20]=1[NH2:21])=[CH:15][C:16]([Cl:19])=[CH:17][CH:18]=2)=[O:22])[CH3:2]. The yield is 0.860.